This data is from Reaction yield outcomes from USPTO patents with 853,638 reactions. The task is: Predict the reaction yield, written as a fraction of the theoretical maximum amount of product (1.0 means a 100% yield; for example, 0.34 means a 34% yield). The reactants are C[O:2][C:3](=[O:24])[C:4]1[CH:9]=[C:8]([C:10]2[S:11][CH:12]=[C:13]([C:15]3[CH:20]=[CH:19][C:18]([Cl:21])=[C:17]([Cl:22])[CH:16]=3)[N:14]=2)[CH:7]=[CH:6][C:5]=1Br.[CH3:25][O:26][C:27]1[CH:28]=[C:29](B(O)O)[CH:30]=[CH:31][CH:32]=1. No catalyst specified. The product is [Cl:22][C:17]1[CH:16]=[C:15]([C:13]2[N:14]=[C:10]([C:8]3[CH:9]=[C:4]([C:3]([OH:2])=[O:24])[C:5]([C:31]4[CH:30]=[CH:29][CH:28]=[C:27]([O:26][CH3:25])[CH:32]=4)=[CH:6][CH:7]=3)[S:11][CH:12]=2)[CH:20]=[CH:19][C:18]=1[Cl:21]. The yield is 0.710.